From a dataset of Full USPTO retrosynthesis dataset with 1.9M reactions from patents (1976-2016). Predict the reactants needed to synthesize the given product. (1) Given the product [C:16]([CH:15]([C:2]([CH3:13])([C:8]([O:10][CH2:11][CH3:12])=[O:9])[C:3]([O:5][CH2:6][CH3:7])=[O:4])[C:14]#[N:18])#[N:17], predict the reactants needed to synthesize it. The reactants are: Br[C:2]([CH3:13])([C:8]([O:10][CH2:11][CH3:12])=[O:9])[C:3]([O:5][CH2:6][CH3:7])=[O:4].[C:14](#[N:18])[CH2:15][C:16]#[N:17].CC(C)([O-])C.[K+].[Cl-].[NH4+]. (2) Given the product [CH3:43][O:42][CH2:41][CH2:40][O:39][CH2:38][CH2:37][O:36][CH:33]1[CH2:32][CH2:31][N:30]([C:28]([C@:11]23[CH2:23][CH2:22][C@@H:21]([C:24]4([CH3:27])[CH2:26][CH2:25]4)[C@@H:12]2[C@@H:13]2[C@@:8]([CH3:44])([CH2:9][CH2:10]3)[C@@:7]3([CH3:45])[C@@H:16]([C@:17]4([CH3:20])[C@@H:4]([CH2:5][CH2:6]3)[C:3]([CH3:47])([CH3:46])[C@@H:2]([O:1][C:53](=[O:55])[CH2:54][C:49]([CH3:56])([CH3:48])[C:50]([OH:52])=[O:51])[CH2:19][CH2:18]4)[CH2:15][CH2:14]2)=[O:29])[CH2:35][CH2:34]1, predict the reactants needed to synthesize it. The reactants are: [OH:1][C@H:2]1[CH2:19][CH2:18][C@@:17]2([CH3:20])[C@@H:4]([CH2:5][CH2:6][C@:7]3([CH3:45])[C@@H:16]2[CH2:15][CH2:14][C@H:13]2[C@@:8]3([CH3:44])[CH2:9][CH2:10][C@@:11]3([C:28]([N:30]4[CH2:35][CH2:34][CH:33]([O:36][CH2:37][CH2:38][O:39][CH2:40][CH2:41][O:42][CH3:43])[CH2:32][CH2:31]4)=[O:29])[CH2:23][CH2:22][C@@H:21]([C:24]4([CH3:27])[CH2:26][CH2:25]4)[C@@H:12]32)[C:3]1([CH3:47])[CH3:46].[CH3:48][C:49]1([CH3:56])[CH2:54][C:53](=[O:55])[O:52][C:50]1=[O:51].C1(C)C=CC=CC=1. (3) Given the product [CH3:23][C:20]1([CH3:24])[CH2:19][C:18]2[CH:17]=[CH:16][CH:15]=[C:14]([NH:13][C:6]3[CH:5]=[CH:4][C:3]4[C:2]([NH:33][CH:31]([C:27]5[CH:26]=[N:25][CH:30]=[CH:29][CH:28]=5)[CH3:32])=[CH:11][CH:10]=[CH:9][C:8]=4[N:7]=3)[C:22]=2[O:21]1, predict the reactants needed to synthesize it. The reactants are: I[C:2]1[CH:11]=[CH:10][CH:9]=[C:8]2[C:3]=1[CH:4]=[CH:5][C:6](Cl)=[N:7]2.[NH2:13][C:14]1[C:22]2[O:21][C:20]([CH3:24])([CH3:23])[CH2:19][C:18]=2[CH:17]=[CH:16][CH:15]=1.[N:25]1[CH:30]=[CH:29][CH:28]=[C:27]([CH:31]([NH2:33])[CH3:32])[CH:26]=1.